This data is from Forward reaction prediction with 1.9M reactions from USPTO patents (1976-2016). The task is: Predict the product of the given reaction. Given the reactants [F:1][C:2]1[CH:32]=[CH:31][C:5]([CH2:6][O:7][CH2:8][CH2:9][CH2:10][CH2:11][C@@H:12]([N:28]=[N+:29]=[N-:30])[C:13](N2[C@H](CC3C=CC=CC=3)COC2=O)=[O:14])=[CH:4][C:3]=1[CH3:33].OO.[Li+].[OH-].[O-:38]S([O-])=O.[Na+].[Na+].Cl, predict the reaction product. The product is: [F:1][C:2]1[CH:32]=[CH:31][C:5]([CH2:6][O:7][CH2:8][CH2:9][CH2:10][CH2:11][C@@H:12]([N:28]=[N+:29]=[N-:30])[C:13]([OH:14])=[O:38])=[CH:4][C:3]=1[CH3:33].